This data is from Peptide-MHC class II binding affinity with 134,281 pairs from IEDB. The task is: Regression. Given a peptide amino acid sequence and an MHC pseudo amino acid sequence, predict their binding affinity value. This is MHC class II binding data. (1) The peptide sequence is GDKVAYALAQGLKVI. The MHC is DRB5_0101 with pseudo-sequence DRB5_0101. The binding affinity (normalized) is 0.698. (2) The peptide sequence is IEENGSMRVFVDVIR. The MHC is HLA-DQA10101-DQB10501 with pseudo-sequence HLA-DQA10101-DQB10501. The binding affinity (normalized) is 0.340.